From a dataset of Full USPTO retrosynthesis dataset with 1.9M reactions from patents (1976-2016). Predict the reactants needed to synthesize the given product. (1) Given the product [NH:11]1[C:15]2[CH:16]=[CH:17][CH:18]=[CH:19][C:14]=2[N:13]=[C:12]1[C@H:8]([NH:9][C:10]([NH:33][C@@H:31]([C:26]1[CH:27]=[CH:28][CH:29]=[CH:30][C:25]=1[O:24][CH3:23])[CH3:32])=[O:20])[CH2:7][C:6]1[CH:5]=[CH:4][C:3]([O:2][CH3:1])=[CH:22][CH:21]=1, predict the reactants needed to synthesize it. The reactants are: [CH3:1][O:2][C:3]1[CH:22]=[CH:21][C:6]([CH2:7][C@@H:8]2[C:12]3=[N:13][C:14]4[CH:19]=[CH:18][CH:17]=[CH:16][C:15]=4[N:11]3[C:10](=[O:20])[NH:9]2)=[CH:5][CH:4]=1.[CH3:23][O:24][C:25]1[CH:30]=[CH:29][CH:28]=[CH:27][C:26]=1[C@H:31]([NH2:33])[CH3:32].C(O)(C(F)(F)F)=O. (2) Given the product [Cl:2][C:3]1[CH:4]=[N:5][N:6]([C:8]2[CH:22]=[CH:21][C:11]([O:12][CH2:13][CH:14]3[CH:19]([NH:20][S:36]([N:35]([CH3:40])[CH3:34])(=[O:38])=[O:37])[CH2:18][CH2:17][O:16][CH2:15]3)=[CH:10][CH:9]=2)[CH:7]=1, predict the reactants needed to synthesize it. The reactants are: Cl.[Cl:2][C:3]1[CH:4]=[N:5][N:6]([C:8]2[CH:22]=[CH:21][C:11]([O:12][CH2:13][CH:14]3[CH:19]([NH2:20])[CH2:18][CH2:17][O:16][CH2:15]3)=[CH:10][CH:9]=2)[CH:7]=1.C1CCN2C(=NCCC2)CC1.[CH3:34][N:35]([CH3:40])[S:36](Cl)(=[O:38])=[O:37]. (3) Given the product [C:2]([NH:5][CH2:6][CH2:7][CH2:8][CH2:9][N:10]1[C:27](=[N:28][C:29]2[C:34]([CH3:35])=[CH:33][C:32]([CH3:36])=[CH:31][C:30]=2[CH3:37])[CH:26]=[C:13]2[C:14]3[C:19]([CH2:20][CH2:21][N:12]2[C:11]1=[O:38])=[CH:18][C:17]([O:22][CH3:23])=[C:16]([O:24][CH3:25])[CH:15]=3)(=[O:1])[NH2:3], predict the reactants needed to synthesize it. The reactants are: [O-:1][C:2]#[N:3].[Na+].[NH2:5][CH2:6][CH2:7][CH2:8][CH2:9][N:10]1[C:27](=[N:28][C:29]2[C:34]([CH3:35])=[CH:33][C:32]([CH3:36])=[CH:31][C:30]=2[CH3:37])[CH:26]=[C:13]2[C:14]3[C:19]([CH2:20][CH2:21][N:12]2[C:11]1=[O:38])=[CH:18][C:17]([O:22][CH3:23])=[C:16]([O:24][CH3:25])[CH:15]=3. (4) Given the product [F:22][C:17]1[CH:16]=[C:15]([CH2:14][C@@H:13]([C:23]2[C:28]([C:29]3[CH:30]=[CH:31][C:32]([F:38])=[C:33]([CH:37]=3)[C:34]([NH2:36])=[O:35])=[CH:27][CH:26]=[CH:25][N:24]=2)[NH:12][C:10](=[O:11])[CH2:9][O:8][C:6]2[CH:5]=[CH:4][NH:3][C:2](=[O:41])[CH:7]=2)[CH:20]=[C:19]([F:21])[CH:18]=1, predict the reactants needed to synthesize it. The reactants are: Cl[C:2]1[CH:7]=[C:6]([O:8][CH2:9][C:10]([NH:12][C@H:13]([C:23]2[C:28]([C:29]3[CH:30]=[CH:31][C:32]([F:38])=[C:33]([CH:37]=3)[C:34]([NH2:36])=[O:35])=[CH:27][CH:26]=[CH:25][N:24]=2)[CH2:14][C:15]2[CH:20]=[C:19]([F:21])[CH:18]=[C:17]([F:22])[CH:16]=2)=[O:11])[CH:5]=[CH:4][N:3]=1.C(O)(=[O:41])C. (5) Given the product [Cl:11][C:10]1[N:9]([CH:12]2[CH2:13][CH2:14][CH2:15]2)[N:8]=[CH:7][C:6]=1[C:4]([OH:5])=[O:3], predict the reactants needed to synthesize it. The reactants are: C([O:3][C:4]([C:6]1[CH:7]=[N:8][N:9]([CH:12]2[CH2:15][CH2:14][CH2:13]2)[C:10]=1[Cl:11])=[O:5])C.[Li+].[OH-]. (6) The reactants are: [Br-].[CH3:2][O:3][C:4]([C:6]1[CH:31]=[CH:30][C:9]([CH2:10][P+](C2C=CC=CC=2)(C2C=CC=CC=2)C2C=CC=CC=2)=[CH:8][CH:7]=1)=[O:5].[Li+].CC([N-]C(C)C)C.[CH3:40][C:41]1([CH3:56])[C:45]([CH3:47])([CH3:46])[O:44][B:43]([C:48]2[CH:49]=[C:50]([CH:53]=[CH:54][CH:55]=2)[CH:51]=O)[O:42]1.O. Given the product [CH3:46][C:45]1([CH3:47])[C:41]([CH3:40])([CH3:56])[O:42][B:43]([C:48]2[CH:49]=[C:50]([CH:53]=[CH:54][CH:55]=2)/[CH:51]=[CH:10]/[C:9]2[CH:8]=[CH:7][C:6]([C:4]([O:3][CH3:2])=[O:5])=[CH:31][CH:30]=2)[O:44]1, predict the reactants needed to synthesize it. (7) Given the product [N:23]1([C:20]2[CH:19]=[CH:18][C:17]([NH:16][C:2]3[N:3]=[C:4]([N:11]4[CH2:15][CH2:14][CH2:13][CH2:12]4)[C:5]4[CH:10]=[CH:9][NH:8][C:6]=4[N:7]=3)=[CH:22][CH:21]=2)[CH2:24][CH2:25][NH:26][CH2:27][CH2:28]1.[N:11]1([C:4]2[C:5]3[CH:10]=[CH:9][NH:8][C:6]=3[N:7]=[C:2]([NH:16][C:17]3[CH:18]=[CH:19][C:20]([N:23]4[CH2:24][CH2:25][N:26]([C:29](=[O:31])[CH3:30])[CH2:27][CH2:28]4)=[CH:21][CH:22]=3)[N:3]=2)[CH2:15][CH2:14][CH2:13][CH2:12]1, predict the reactants needed to synthesize it. The reactants are: Cl[C:2]1[N:3]=[C:4]([N:11]2[CH2:15][CH2:14][CH2:13][CH2:12]2)[C:5]2[CH:10]=[CH:9][NH:8][C:6]=2[N:7]=1.[NH2:16][C:17]1[CH:22]=[CH:21][C:20]([N:23]2[CH2:28][CH2:27][N:26]([C:29](=[O:31])[CH3:30])[CH2:25][CH2:24]2)=[CH:19][CH:18]=1.C[Si](Cl)(C)C.